Dataset: Full USPTO retrosynthesis dataset with 1.9M reactions from patents (1976-2016). Task: Predict the reactants needed to synthesize the given product. (1) Given the product [CH3:1][C:2]1[N:3]([CH2:31][C:32]([OH:34])=[O:33])[C:4]2[C:9]([C:10]=1[CH2:11][C:12]1[CH:17]=[CH:16][C:15]([NH:18][C:19](=[O:30])[C:20]3[CH:25]=[CH:24][C:23]([C:26]([F:29])([F:28])[F:27])=[CH:22][CH:21]=3)=[CH:14][CH:13]=1)=[CH:8][CH:7]=[CH:6][CH:5]=2, predict the reactants needed to synthesize it. The reactants are: [CH3:1][C:2]1[N:3]([CH2:31][C:32]([O:34]CC)=[O:33])[C:4]2[C:9]([C:10]=1[CH2:11][C:12]1[CH:17]=[CH:16][C:15]([NH:18][C:19](=[O:30])[C:20]3[CH:25]=[CH:24][C:23]([C:26]([F:29])([F:28])[F:27])=[CH:22][CH:21]=3)=[CH:14][CH:13]=1)=[CH:8][CH:7]=[CH:6][CH:5]=2.O.[OH-].[Li+].O1CCCC1.CO. (2) Given the product [CH2:43]([O:44][CH2:45][C:27]1([C:31]([O:33][CH3:34])=[O:32])[CH2:28][CH2:29][CH2:30][O:26]1)[C:35]1[CH:40]=[CH:39][CH:38]=[CH:37][CH:36]=1, predict the reactants needed to synthesize it. The reactants are: CCN(C(C)C)C(C)C.[Li]CCCC.CN(P(N(C)C)(N(C)C)=O)C.[O:26]1[CH2:30][CH2:29][CH2:28][CH:27]1[C:31]([O:33][CH3:34])=[O:32].[CH:35]1[CH:40]=[CH:39][CH:38]=[CH:37][CH:36]=1.C1[CH2:45][O:44][CH2:43]C1. (3) Given the product [N:1]1([CH2:6][C:7]2[CH:12]=[C:11]([NH2:13])[C:10]([NH2:14])=[CH:9][CH:8]=2)[CH:5]=[CH:4][N:3]=[CH:2]1, predict the reactants needed to synthesize it. The reactants are: [N:1]1([CH2:6][C:7]2[CH:8]=[CH:9][C:10]([N+:14]([O-])=O)=[C:11]([NH2:13])[CH:12]=2)[CH:5]=[CH:4][N:3]=[CH:2]1. (4) The reactants are: [CH2:1]([N:8]1[CH2:12][CH2:11][N:10]([C@@H:13]([C:55]([CH3:58])([CH3:57])[CH3:56])[C:14]([NH:16][C@@H:17]([CH2:48][C:49]2[CH:54]=[CH:53][CH:52]=[CH:51][CH:50]=2)[C@@H:18]([OH:47])[CH2:19][C@@H:20]([NH:34][C:35]([C@@H:37]([NH:42][C:43](=[O:46])[O:44][CH3:45])[C:38]([CH3:41])([CH3:40])[CH3:39])=[O:36])[CH2:21][C:22]2[CH:27]=[CH:26][C:25]([C:28]3[CH:33]=[CH:32][CH:31]=[CH:30][N:29]=3)=[CH:24][CH:23]=2)=[O:15])[C:9]1=[O:59])[C:2]1[CH:7]=[CH:6][CH:5]=[CH:4][CH:3]=1.[CH3:60][S:61][CH3:62].C(OOC(=O)C1C=CC=CC=1)(=O)C1C=CC=CC=1.O. Given the product [CH2:1]([N:8]1[CH2:12][CH2:11][N:10]([C@@H:13]([C:55]([CH3:58])([CH3:57])[CH3:56])[C:14]([NH:16][C@@H:17]([CH2:48][C:49]2[CH:54]=[CH:53][CH:52]=[CH:51][CH:50]=2)[C@@H:18]([O:47][CH2:60][S:61][CH3:62])[CH2:19][C@@H:20]([NH:34][C:35](=[O:36])[C@H:37]([C:38]([CH3:41])([CH3:40])[CH3:39])[NH:42][C:43]([O:44][CH3:45])=[O:46])[CH2:21][C:22]2[CH:27]=[CH:26][C:25]([C:28]3[CH:33]=[CH:32][CH:31]=[CH:30][N:29]=3)=[CH:24][CH:23]=2)=[O:15])[C:9]1=[O:59])[C:2]1[CH:3]=[CH:4][CH:5]=[CH:6][CH:7]=1, predict the reactants needed to synthesize it. (5) Given the product [F:26][C:27]1[CH:28]=[CH:29][C:30]([CH:31]=[CH:32][C:33]([NH:8][C@H:7]([C:9]([O:11][CH3:12])=[O:10])[CH2:6][C:5]2[C:13]3[C:18](=[CH:17][CH:16]=[CH:15][CH:14]=3)[N:3]([CH3:2])[CH:4]=2)=[O:34])=[CH:36][CH:37]=1, predict the reactants needed to synthesize it. The reactants are: Cl.[CH3:2][N:3]1[C:18]2[C:13](=[CH:14][CH:15]=[CH:16][CH:17]=2)[C:5]([CH2:6][C@@H:7]([C:9]([O:11][CH3:12])=[O:10])[NH2:8])=[CH:4]1.C(N(CC)CC)C.[F:26][C:27]1[CH:37]=[CH:36][C:30]([CH:31]=[CH:32][C:33](O)=[O:34])=[CH:29][CH:28]=1.CCN=C=NCCCN(C)C.Cl. (6) Given the product [Br:22][C:7]1[CH:6]=[CH:5][C:4]([CH:8]([NH:19][CH:20]=[O:21])[S:9]([C:12]2[CH:17]=[CH:16][C:15]([CH3:18])=[CH:14][CH:13]=2)(=[O:11])=[O:10])=[CH:3][CH:2]=1, predict the reactants needed to synthesize it. The reactants are: I[C:2]1[CH:3]=[C:4]([CH:8]([NH:19][CH:20]=[O:21])[S:9]([C:12]2[CH:17]=[CH:16][C:15]([CH3:18])=[CH:14][CH:13]=2)(=[O:11])=[O:10])[CH:5]=[CH:6][CH:7]=1.[Br:22]C1C=CC(C=O)=CC=1. (7) The reactants are: I[C:2]1[CH:3]=[CH:4][N:5]2[C:10]=1[C:9](=[O:11])[N:8]([C:12]1[CH:17]=[CH:16][CH:15]=[CH:14][CH:13]=1)[C:7]([C@@H:18]([NH:20][C:21](=[O:27])[O:22][C:23]([CH3:26])([CH3:25])[CH3:24])[CH3:19])=[N:6]2.[CH3:28][N:29]([CH3:40])[CH2:30][CH2:31][NH:32][C:33]1[CH:38]=[CH:37][CH:36]=[CH:35][C:34]=1[SH:39].C(=O)([O-])[O-].[K+].[K+]. Given the product [CH3:28][N:29]([CH3:40])[CH2:30][CH2:31][NH:32][C:33]1[CH:38]=[CH:37][CH:36]=[CH:35][C:34]=1[S:39][C:2]1[CH:3]=[CH:4][N:5]2[C:10]=1[C:9](=[O:11])[N:8]([C:12]1[CH:17]=[CH:16][CH:15]=[CH:14][CH:13]=1)[C:7]([C@@H:18]([NH:20][C:21](=[O:27])[O:22][C:23]([CH3:26])([CH3:25])[CH3:24])[CH3:19])=[N:6]2, predict the reactants needed to synthesize it. (8) Given the product [C:2]1([C:1]2[S:8][C:19]([C:20](=[O:22])[CH3:21])=[CH:10][N:9]=2)[CH:7]=[CH:6][CH:5]=[CH:4][CH:3]=1, predict the reactants needed to synthesize it. The reactants are: [C:1]([NH2:9])(=[S:8])[C:2]1[CH:7]=[CH:6][CH:5]=[CH:4][CH:3]=1.[CH3:10]OC(OC)N(C)C.Cl[CH2:19][C:20](=[O:22])[CH3:21]. (9) Given the product [C:1]([O:5][C:6](=[O:16])[N:7]([CH:8]1[CH2:9][CH2:10]1)[CH2:11][CH2:12][CH2:13][CH2:14][NH:15][CH2:25][C:19]1[C:18]([CH3:17])=[CH:23][C:22]([CH3:24])=[CH:21][N:20]=1)([CH3:4])([CH3:2])[CH3:3], predict the reactants needed to synthesize it. The reactants are: [C:1]([O:5][C:6](=[O:16])[N:7]([CH2:11][CH2:12][CH2:13][CH2:14][NH2:15])[CH:8]1[CH2:10][CH2:9]1)([CH3:4])([CH3:3])[CH3:2].[CH3:17][C:18]1[C:19]([CH:25]=O)=[N:20][CH:21]=[C:22]([CH3:24])[CH:23]=1.[BH4-].[Na+].